Predict the product of the given reaction. From a dataset of Forward reaction prediction with 1.9M reactions from USPTO patents (1976-2016). (1) Given the reactants [F:1][C:2]1[CH:3]=[C:4]([NH:9][C:10](=[O:19])[O:11][CH2:12][C:13]2[CH:18]=[CH:17][CH:16]=[CH:15][CH:14]=2)[CH:5]=[CH:6][C:7]=1[OH:8].C(=O)([O-])[O-].[Cs+].[Cs+].Cl[C:27]1[CH:28]=[CH:29][C:30]([N+:33]([O-:35])=[O:34])=[N:31][CH:32]=1.C(=O)([O-])O.[Na+], predict the reaction product. The product is: [F:1][C:2]1[CH:3]=[C:4]([NH:9][C:10](=[O:19])[O:11][CH2:12][C:13]2[CH:14]=[CH:15][CH:16]=[CH:17][CH:18]=2)[CH:5]=[CH:6][C:7]=1[O:8][C:27]1[CH:32]=[N:31][C:30]([N+:33]([O-:35])=[O:34])=[CH:29][CH:28]=1. (2) Given the reactants [OH:1][C:2]1[CH:10]=[CH:9][C:8]2[NH:7][C:6]3[CH:11]([CH2:14][C:15]([O:17][CH2:18][CH3:19])=[O:16])[CH2:12][CH2:13][C:5]=3[C:4]=2[CH:3]=1.C(=O)([O-])[O-].[Cs+].[Cs+].Br[CH2:27][C:28]1[CH:33]=[CH:32][C:31]([C:34]2[N:35]=[N:36][S:37][CH:38]=2)=[CH:30][CH:29]=1, predict the reaction product. The product is: [S:37]1[CH:38]=[C:34]([C:31]2[CH:32]=[CH:33][C:28]([CH2:27][O:1][C:2]3[CH:10]=[CH:9][C:8]4[NH:7][C:6]5[CH:11]([CH2:14][C:15]([O:17][CH2:18][CH3:19])=[O:16])[CH2:12][CH2:13][C:5]=5[C:4]=4[CH:3]=3)=[CH:29][CH:30]=2)[N:35]=[N:36]1. (3) Given the reactants [O:1]=[C:2]1[C:8]2[CH:9]=[CH:10][N:11]=[CH:12][C:7]=2[O:6][C:5]2[CH:13]=[CH:14][CH:15]=[CH:16][C:4]=2[N:3]1[CH2:17][CH2:18][O:19][C:20]1[CH:29]=[CH:28][C:23]([C:24]([O:26][CH3:27])=[O:25])=[CH:22][CH:21]=1.[CH3:30]I, predict the reaction product. The product is: [CH3:30][N:11]1[CH2:10][CH2:9][C:8]2[C:2](=[O:1])[N:3]([CH2:17][CH2:18][O:19][C:20]3[CH:21]=[CH:22][C:23]([C:24]([O:26][CH3:27])=[O:25])=[CH:28][CH:29]=3)[C:4]3[CH:16]=[CH:15][CH:14]=[CH:13][C:5]=3[O:6][C:7]=2[CH2:12]1. (4) Given the reactants C(Cl)Cl.[CH3:4][O:5][C:6]([C:8]1[C:13]([NH2:14])=[N:12][CH:11]=[C:10](Br)[N:9]=1)=[O:7].[F:16][C:17]1[CH:22]=[CH:21][C:20](B(O)O)=[CH:19][CH:18]=1.C(N(CC)CC)C, predict the reaction product. The product is: [CH3:4][O:5][C:6]([C:8]1[C:13]([NH2:14])=[N:12][CH:11]=[C:10]([C:20]2[CH:21]=[CH:22][C:17]([F:16])=[CH:18][CH:19]=2)[N:9]=1)=[O:7]. (5) Given the reactants [CH2:1]1[C:10]2[C:5](=[CH:6][CH:7]=[C:8]([O:11][C:12]3[CH:20]=[CH:19][C:15]([C:16]([NH2:18])=[O:17])=[CH:14][N:13]=3)[CH:9]=2)[CH2:4][CH2:3][NH:2]1.[CH:21](=O)[C:22]1[CH:27]=[CH:26][CH:25]=[CH:24][CH:23]=1.C(O[BH-](OC(=O)C)OC(=O)C)(=O)C.[Na+].C(O)(=O)C.C(=O)(O)[O-].[Na+], predict the reaction product. The product is: [CH2:21]([N:2]1[CH2:3][CH2:4][C:5]2[C:10](=[CH:9][C:8]([O:11][C:12]3[CH:20]=[CH:19][C:15]([C:16]([NH2:18])=[O:17])=[CH:14][N:13]=3)=[CH:7][CH:6]=2)[CH2:1]1)[C:22]1[CH:27]=[CH:26][CH:25]=[CH:24][CH:23]=1. (6) Given the reactants C[O:2][C:3](=O)[CH2:4][O:5][C:6]1[C:11]([N+:12]([O-])=O)=[CH:10][C:9]([C:15]([F:18])([F:17])[F:16])=[CH:8][N:7]=1.[Sn](Cl)(Cl)(Cl)Cl.O, predict the reaction product. The product is: [F:16][C:15]([F:18])([F:17])[C:9]1[CH:8]=[N:7][C:6]2[O:5][CH2:4][C:3](=[O:2])[NH:12][C:11]=2[CH:10]=1.